This data is from Full USPTO retrosynthesis dataset with 1.9M reactions from patents (1976-2016). The task is: Predict the reactants needed to synthesize the given product. (1) The reactants are: COC1C=CC(C[N:8]2[CH:16]=[N:15][C:14]3[C:9]2=[N:10][CH:11]=[N:12][C:13]=3[C:17]2[C:18]([NH:23][C:24]3[C:33]([CH3:34])=[CH:32][CH:31]=[C:30]4[C:25]=3[CH:26]=[CH:27][N:28]=[C:29]4[NH:35][C:36]3[CH:43]=[CH:42][C:39]([C:40]#[N:41])=[CH:38][CH:37]=3)=[N:19][CH:20]=[CH:21][CH:22]=2)=CC=1.Cl.CO. Given the product [N:12]1[C:13]([C:17]2[C:18]([NH:23][C:24]3[C:33]([CH3:34])=[CH:32][CH:31]=[C:30]4[C:25]=3[CH:26]=[CH:27][N:28]=[C:29]4[NH:35][C:36]3[CH:37]=[CH:38][C:39]([C:40]#[N:41])=[CH:42][CH:43]=3)=[N:19][CH:20]=[CH:21][CH:22]=2)=[C:14]2[C:9]([NH:8][CH:16]=[N:15]2)=[N:10][CH:11]=1, predict the reactants needed to synthesize it. (2) Given the product [CH2:1]([N:3]1[CH2:8][CH2:7][N:6]([CH:9]2[CH2:10][CH2:11][N:12]([C:15]([C@:17]34[CH2:43][CH2:42][C@@H:41]([C:44]5([CH3:47])[CH2:45][CH2:46]5)[C@@H:18]3[C@@H:19]3[C@@:32]([CH3:35])([CH2:33][CH2:34]4)[C@@:31]4([CH3:36])[C@@H:22]([C@:23]5([CH3:40])[C@@H:28]([CH2:29][CH2:30]4)[C:27]([CH3:37])([CH3:38])[C@@H:26]([O:39][C:53](=[O:55])[CH2:54][C:49]([CH3:56])([CH3:48])[C:50]([OH:52])=[O:51])[CH2:25][CH2:24]5)[CH2:21][CH2:20]3)=[O:16])[CH2:13][CH2:14]2)[CH2:5][CH2:4]1)[CH3:2], predict the reactants needed to synthesize it. The reactants are: [CH2:1]([N:3]1[CH2:8][CH2:7][N:6]([CH:9]2[CH2:14][CH2:13][N:12]([C:15]([C@:17]34[CH2:43][CH2:42][C@@H:41]([C:44]5([CH3:47])[CH2:46][CH2:45]5)[C@@H:18]3[C@@H:19]3[C@@:32]([CH3:35])([CH2:33][CH2:34]4)[C@@:31]4([CH3:36])[C@@H:22]([C@:23]5([CH3:40])[C@@H:28]([CH2:29][CH2:30]4)[C:27]([CH3:38])([CH3:37])[C@@H:26]([OH:39])[CH2:25][CH2:24]5)[CH2:21][CH2:20]3)=[O:16])[CH2:11][CH2:10]2)[CH2:5][CH2:4]1)[CH3:2].[CH3:48][C:49]1([CH3:56])[CH2:54][C:53](=[O:55])[O:52][C:50]1=[O:51].C1(C)C=CC=CC=1.